Dataset: Drug-target binding data from BindingDB using IC50 measurements. Task: Regression. Given a target protein amino acid sequence and a drug SMILES string, predict the binding affinity score between them. We predict pIC50 (pIC50 = -log10(IC50 in M); higher means more potent). Dataset: bindingdb_ic50. The small molecule is CCC(C)(C)NC(=Nc1cccnc1)NC#N. The target protein (P05631) has sequence MFSRAGVAGLSAWTVQPQWIQVRNMATLKDITRRLKSIKNIQKITKSMKMVAAAKYARAERELKPARVYGVGSLALYEKADIKTPEDKKKHLIIGVSSDRGLCGAIHSSVAKQMKSEAANLAAAGKEVKIIGVGDKIRSILHRTHSDQFLVTFKEVGRRPPTFGDASVIALELLNSGYEFDEGSIIFNRFRSVISYKTEEKPIFSLDTISSAESMSIYDDIDADVLRNYQEYSLANIIYYSLKESTTSEQSARMTAMDNASKNASEMIDKLTLTFNRTRQAVITKELIEIISGAAALD. The pIC50 is 4.0.